Task: Predict which catalyst facilitates the given reaction.. Dataset: Catalyst prediction with 721,799 reactions and 888 catalyst types from USPTO (1) Reactant: [CH3:1][O-:2].[Na+].O[C:5]1[CH:6]=[N:7][CH:8]=[CH:9][CH:10]=1.[CH2:11](Br)[C:12]1[CH:17]=[CH:16][CH:15]=[CH:14][CH:13]=1.[BH4-].[Na+]. Product: [CH2:1]([O:2][C:5]1[CH2:6][N:7]([CH2:11][C:12]2[CH:17]=[CH:16][CH:15]=[CH:14][CH:13]=2)[CH2:8][CH2:9][CH:10]=1)[C:12]1[CH:17]=[CH:16][CH:15]=[CH:14][CH:13]=1. The catalyst class is: 798. (2) Reactant: [Cl:1][C:2]1[CH:7]=[CH:6][C:5]([N:8]2[CH:12]=[C:11]([C:13]([O:15]CC)=[O:14])[N:10]=[C:9]2[C:18]2[CH:23]=[CH:22][C:21]([Cl:24])=[CH:20][C:19]=2[Cl:25])=[CH:4][CH:3]=1.[OH-].[K+]. Product: [Cl:1][C:2]1[CH:3]=[CH:4][C:5]([N:8]2[CH2:12][C:11]([C:13]([OH:15])=[O:14])=[N:10][CH:9]2[C:18]2[CH:23]=[CH:22][C:21]([Cl:24])=[CH:20][C:19]=2[Cl:25])=[CH:6][CH:7]=1. The catalyst class is: 24. (3) Reactant: [Li+].CC([N-]C(C)C)C.[C:9]([CH:11]1[CH2:16][CH2:15][N:14]([C:17]([O:19][C:20]([CH3:23])([CH3:22])[CH3:21])=[O:18])[CH2:13][CH2:12]1)#[N:10].Cl[C:25]([O:27][CH2:28][CH3:29])=[O:26]. Product: [C:9]([C:11]1([C:25]([O:27][CH2:28][CH3:29])=[O:26])[CH2:16][CH2:15][N:14]([C:17]([O:19][C:20]([CH3:23])([CH3:22])[CH3:21])=[O:18])[CH2:13][CH2:12]1)#[N:10]. The catalyst class is: 1. (4) Reactant: [F:1][C:2]([F:16])([F:15])[C:3]1[CH:4]=[CH:5][C:6]2[CH:10]=[C:9]([C:11]([OH:13])=O)[S:8][C:7]=2[CH:14]=1.CCN(C(C)C)C(C)C.CN(C(ON1N=NC2C=CC=CC1=2)=[N+](C)C)C.F[P-](F)(F)(F)(F)F.[NH:50]1[CH2:53][CH:52]([C:54]2([OH:67])[CH2:59][CH2:58][N:57]([C:60]([C:62]3[S:63][CH:64]=[CH:65][N:66]=3)=[O:61])[CH2:56][CH2:55]2)[CH2:51]1. Product: [S:63]1[CH:64]=[CH:65][N:66]=[C:62]1[C:60]([N:57]1[CH2:56][CH2:55][C:54]([CH:52]2[CH2:51][N:50]([C:11]([C:9]3[S:8][C:7]4[CH:14]=[C:3]([C:2]([F:1])([F:16])[F:15])[CH:4]=[CH:5][C:6]=4[CH:10]=3)=[O:13])[CH2:53]2)([OH:67])[CH2:59][CH2:58]1)=[O:61]. The catalyst class is: 3. (5) Reactant: [C:1]([C:4]1[C:5]([O:14][CH2:15][CH3:16])=[C:6]([C:9]([CH3:13])=[C:10]([Cl:12])[CH:11]=1)[CH:7]=[O:8])(=[O:3])[CH3:2].O.[OH:18]P([O-])(O)=O.[Na+].OO.Cl([O-])=O.[Na+]. Product: [C:1]([C:4]1[C:5]([O:14][CH2:15][CH3:16])=[C:6]([C:9]([CH3:13])=[C:10]([Cl:12])[CH:11]=1)[C:7]([OH:18])=[O:8])(=[O:3])[CH3:2]. The catalyst class is: 47.